Dataset: Reaction yield outcomes from USPTO patents with 853,638 reactions. Task: Predict the reaction yield, written as a fraction of the theoretical maximum amount of product (1.0 means a 100% yield; for example, 0.34 means a 34% yield). (1) The reactants are [CH:1]1([C:4]2[CH:9]=[CH:8][N:7]=[C:6]([NH2:10])[CH:5]=2)[CH2:3][CH2:2]1.[B:11]([C:14]1[CH:22]=[CH:21][C:17]([C:18](O)=[O:19])=[C:16]([F:23])[CH:15]=1)([OH:13])[OH:12].CCN(C(C)C)C(C)C.CN(C(ON1N=NC2C=CC=NC1=2)=[N+](C)C)C.F[P-](F)(F)(F)(F)F. The catalyst is CN(C=O)C.O. The product is [CH:1]1([C:4]2[CH:9]=[CH:8][N:7]=[C:6]([NH:10][C:18]([C:17]3[CH:21]=[CH:22][C:14]([B:11]([OH:13])[OH:12])=[CH:15][C:16]=3[F:23])=[O:19])[CH:5]=2)[CH2:3][CH2:2]1. The yield is 0.636. (2) The reactants are Cl[C:2]1[C:7]([CH:8]([CH2:13][CH2:14][CH3:15])[C:9]([O:11][CH3:12])=[O:10])=[C:6]([CH3:16])[N:5]=[C:4]([C:17]2[CH:22]=[CH:21][CH:20]=[CH:19][CH:18]=2)[N:3]=1.C(N(CC)C(C)C)(C)C.[NH:32]1[C:40]2[C:35](=[CH:36][CH:37]=[C:38](B(O)O)[CH:39]=2)[CH:34]=[CH:33]1. The catalyst is COCCOC.O.[Pd].C1(P(C2C=CC=CC=2)C2C=CC=CC=2)C=CC=CC=1.C1(P(C2C=CC=CC=2)C2C=CC=CC=2)C=CC=CC=1.C1(P(C2C=CC=CC=2)C2C=CC=CC=2)C=CC=CC=1.C1(P(C2C=CC=CC=2)C2C=CC=CC=2)C=CC=CC=1. The product is [NH:32]1[C:40]2[C:35](=[CH:36][CH:37]=[C:38]([C:2]3[C:7]([CH:8]([CH2:13][CH2:14][CH3:15])[C:9]([O:11][CH3:12])=[O:10])=[C:6]([CH3:16])[N:5]=[C:4]([C:17]4[CH:22]=[CH:21][CH:20]=[CH:19][CH:18]=4)[N:3]=3)[CH:39]=2)[CH:34]=[CH:33]1. The yield is 0.830. (3) The reactants are [NH2:1][C:2]1[CH:3]=[CH:4][C:5]2[N:10]([CH2:11][CH2:12][N:13]3[CH2:17][CH2:16][CH2:15][CH2:14]3)[C:9](=[O:18])[CH2:8][O:7][C:6]=2[CH:19]=1.I.[S:21]1[CH:25]=[CH:24][CH:23]=[C:22]1[C:26](SC)=[NH:27]. The catalyst is C(O)C.C([O-])(O)=O.[Na+]. The product is [O:18]=[C:9]1[CH2:8][O:7][C:6]2[CH:19]=[C:2]([NH:1][C:26]([C:22]3[S:21][CH:25]=[CH:24][CH:23]=3)=[NH:27])[CH:3]=[CH:4][C:5]=2[N:10]1[CH2:11][CH2:12][N:13]1[CH2:14][CH2:15][CH2:16][CH2:17]1. The yield is 0.900. (4) The reactants are [CH2:1]([O:9][C:10]1[CH:15]=[CH:14][C:13]([CH:16]2[CH2:21][CH2:20][CH2:19][NH:18][CH2:17]2)=[CH:12][CH:11]=1)[CH2:2][CH2:3][CH2:4][CH2:5][CH2:6][CH2:7][CH3:8].[C:22]([O:26][CH2:27][CH3:28])(=[O:25])[CH:23]=[CH2:24].C([O-])([O-])=O.[Cs+].[Cs+]. The catalyst is CC#N. The product is [CH2:1]([O:9][C:10]1[CH:11]=[CH:12][C:13]([CH:16]2[CH2:21][CH2:20][CH2:19][N:18]([CH2:24][CH2:23][C:22]([O:26][CH2:27][CH3:28])=[O:25])[CH2:17]2)=[CH:14][CH:15]=1)[CH2:2][CH2:3][CH2:4][CH2:5][CH2:6][CH2:7][CH3:8]. The yield is 0.300. (5) The reactants are [CH:1]([C:4]1[C:12]([C:13](=[O:17])[CH:14]([CH3:16])[CH3:15])=[C:7]2[CH:8]=[CH:9][CH:10]=[CH:11][N:6]2[N:5]=1)([CH3:3])[CH3:2].C([O-])([O-])=O.[K+].[K+].O.[OH-].[Na+]. The catalyst is C(OC(=O)C(C)C)(=O)C(C)C.C(OCC)(=O)C. The product is [CH:1]([C:4]1[CH:12]=[C:7]2[CH:8]=[CH:9][CH:10]=[CH:11][N:6]2[N:5]=1)([CH3:3])[CH3:2].[CH:1]([C:4]1[C:12]([C:13](=[O:17])[CH:14]([CH3:16])[CH3:15])=[C:7]2[CH:8]=[CH:9][CH:10]=[CH:11][N:6]2[N:5]=1)([CH3:3])[CH3:2]. The yield is 0.329. (6) The reactants are Cl.[F:2][C:3]1([F:9])[CH2:8][CH2:7][NH:6][CH2:5][CH2:4]1.C([O-])([O-])=O.[Cs+].[Cs+].[Cl:16][C:17]1[CH:22]=[N:21][CH:20]=[C:19](Cl)[N:18]=1. The catalyst is CN(C=O)C.CCOC(C)=O. The product is [Cl:16][C:17]1[CH:22]=[N:21][CH:20]=[C:19]([N:6]2[CH2:7][CH2:8][C:3]([F:9])([F:2])[CH2:4][CH2:5]2)[N:18]=1. The yield is 0.850. (7) The reactants are C[O-].[Na+].Cl.[NH2:5][OH:6].CO.[CH3:9][C:10]1[CH:19]=[C:18]([CH2:20][O:21][C:22]2[CH:29]=[CH:28][C:25]([CH:26]=O)=[CH:24][CH:23]=2)[C:17]2[C:12](=[CH:13][CH:14]=[CH:15][CH:16]=2)[N:11]=1. The catalyst is CO. The product is [CH3:9][C:10]1[CH:19]=[C:18]([CH2:20][O:21][C:22]2[CH:29]=[CH:28][C:25]([CH:26]=[N:5][OH:6])=[CH:24][CH:23]=2)[C:17]2[C:12](=[CH:13][CH:14]=[CH:15][CH:16]=2)[N:11]=1. The yield is 0.830. (8) The reactants are [CH:1]([C:4]1[CH:10]=[CH:9][CH:8]=[C:7]([CH:11]([CH3:13])[CH3:12])[C:5]=1[NH2:6])([CH3:3])[CH3:2].Cl[C:15]1[CH:32]=[C:19]2[C:20]3[C:25]([CH2:26][CH2:27][N:18]2[C:17](=[O:33])[N:16]=1)=[CH:24][C:23]([O:28][CH3:29])=[C:22]([O:30][CH3:31])[CH:21]=3. The catalyst is CC(O)C. The product is [CH:11]([C:7]1[CH:8]=[CH:9][CH:10]=[C:4]([CH:1]([CH3:3])[CH3:2])[C:5]=1[N:6]=[C:15]1[CH:32]=[C:19]2[C:20]3[C:25]([CH2:26][CH2:27][N:18]2[C:17](=[O:33])[NH:16]1)=[CH:24][C:23]([O:28][CH3:29])=[C:22]([O:30][CH3:31])[CH:21]=3)([CH3:13])[CH3:12]. The yield is 0.790. (9) The reactants are [C:1]([C:3]1[O:4][CH:5]=[CH:6][CH:7]=1)#[CH:2].[Cl:8][C:9]1[CH:14]=[CH:13][C:12](I)=[CH:11][CH:10]=1.N1CCC[C@H]1C(O)=O.C([O-])([O-])=O.[Na+].[Na+].O=C1O[C@H]([C@H](CO)O)C([O-])=C1O.[Na+].[N-:43]=[N+:44]=[N-:45].[Na+].[OH-].[NH4+]. The catalyst is CS(C)=O.O. The product is [Cl:8][C:9]1[CH:14]=[CH:13][C:12]([N:43]2[CH:2]=[C:1]([C:3]3[O:4][CH:5]=[CH:6][CH:7]=3)[N:45]=[N:44]2)=[CH:11][CH:10]=1. The yield is 0.0490.